Dataset: Forward reaction prediction with 1.9M reactions from USPTO patents (1976-2016). Task: Predict the product of the given reaction. (1) Given the reactants [Cl:1][C:2]1[CH:7]=[CH:6][C:5]([C:8](=[O:20])[NH:9][CH:10]([C:14]2[CH:19]=[CH:18][CH:17]=[CH:16][CH:15]=2)[CH2:11][CH2:12][OH:13])=[CH:4][C:3]=1[NH:21][C:22]([C:24]1[C:35](=[O:36])[NH:34][C:27]2[N:28]=[C:29](SC)[N:30]=[CH:31][C:26]=2[CH:25]=1)=[O:23].CO.[CH2:39]1COCC1.O[O:45][S:46]([O-:48])=O.[K+], predict the reaction product. The product is: [Cl:1][C:2]1[CH:7]=[CH:6][C:5]([C:8](=[O:20])[NH:9][CH:10]([C:14]2[CH:15]=[CH:16][CH:17]=[CH:18][CH:19]=2)[CH2:11][CH2:12][OH:13])=[CH:4][C:3]=1[NH:21][C:22]([C:24]1[C:35](=[O:36])[NH:34][C:27]2[N:28]=[C:29]([S:46]([CH3:39])(=[O:48])=[O:45])[N:30]=[CH:31][C:26]=2[CH:25]=1)=[O:23]. (2) The product is: [Br:12][C:13]1[C:14]([O:21][C:22]2[C:27]([F:28])=[CH:26][CH:25]=[CH:24][C:23]=2[F:29])=[C:15]([Cl:20])[C:16]([NH:19][C:10]([NH:9][C:1](=[O:8])[C:2]2[CH:7]=[CH:6][CH:5]=[CH:4][CH:3]=2)=[S:11])=[N:17][CH:18]=1. Given the reactants [C:1]([N:9]=[C:10]=[S:11])(=[O:8])[C:2]1[CH:7]=[CH:6][CH:5]=[CH:4][CH:3]=1.[Br:12][C:13]1[C:14]([O:21][C:22]2[C:27]([F:28])=[CH:26][CH:25]=[CH:24][C:23]=2[F:29])=[C:15]([Cl:20])[C:16]([NH2:19])=[N:17][CH:18]=1, predict the reaction product. (3) The product is: [CH2:27]([O:29][C:30](=[O:55])[CH2:31][N:32]1[C:40]2[C:35](=[C:36]([Br:41])[CH:37]=[CH:38][CH:39]=2)[C:34]([C:42]2[C:43]([OH:53])=[CH:44][C:45]3[O:49][C:48]([CH3:51])([CH3:50])[CH2:47][C:46]=3[CH:52]=2)([CH2:5][OH:16])[C:33]1=[O:54])[CH3:28]. Given the reactants BrC1C=CC=C2C=1C(C1C(O)=CC3OCOC=3C=1)[C:5](=[O:16])N2CCCCC.[CH2:27]([O:29][C:30](=[O:55])[CH2:31][N:32]1[C:40]2[C:35](=[C:36]([Br:41])[CH:37]=[CH:38][CH:39]=2)[CH:34]([C:42]2[C:43]([OH:53])=[CH:44][C:45]3[O:49][C:48]([CH3:51])([CH3:50])[CH2:47][C:46]=3[CH:52]=2)[C:33]1=[O:54])[CH3:28], predict the reaction product. (4) Given the reactants [CH3:1][C:2]1[CH:3]=[N:4][CH:5]=[CH:6][C:7]=1[CH3:8].ClC1C=CC=C(C(OO)=[O:17])C=1.[O-]S([O-])(=S)=O.[Na+].[Na+], predict the reaction product. The product is: [CH3:1][C:2]1[CH:3]=[N+:4]([O-:17])[CH:5]=[CH:6][C:7]=1[CH3:8]. (5) Given the reactants [F-].C([N+](CCCC)(CCCC)CCCC)CCC.C([O:22][C:23](OC(C)C)(OC(C)C)[C:24]1([O:40][CH3:41])[CH:29]=[CH:28][C:27]([CH2:30][C:31]([NH:33][C:34]2[CH:39]=[CH:38][CH:37]=[CH:36][CH:35]=2)=[O:32])=[CH:26][CH2:25]1)(C)C, predict the reaction product. The product is: [OH:22][CH2:23][C:24]1([O:40][CH3:41])[CH:25]=[CH:26][C:27]([CH2:30][C:31]([NH:33][C:34]2[CH:39]=[CH:38][CH:37]=[CH:36][CH:35]=2)=[O:32])=[CH:28][CH2:29]1. (6) Given the reactants BrC1C=CC=C2C=1C(C1C(O)=CC3OCOC=3C=1)[C:5](=[O:16])N2CCCCC.[Br:27][C:28]1[CH:36]=[CH:35][CH:34]=[C:33]2[C:29]=1[CH:30]([C:44]1[C:45]([OH:55])=[CH:46][C:47]3[O:51][C:50]([CH3:53])([CH3:52])[CH2:49][C:48]=3[CH:54]=1)[C:31](=[O:43])[N:32]2[CH2:37][C:38]([O:40][CH2:41][CH3:42])=[O:39], predict the reaction product. The product is: [Br:27][C:28]1[CH:36]=[CH:35][CH:34]=[C:33]2[C:29]=1[C:30]([C:44]1[C:45]([OH:55])=[CH:46][C:47]3[O:51][C:50]([CH3:52])([CH3:53])[CH2:49][C:48]=3[CH:54]=1)([CH2:5][OH:16])[C:31](=[O:43])[N:32]2[CH2:37][C:38]([O:40][CH2:41][CH3:42])=[O:39].